Dataset: Reaction yield outcomes from USPTO patents with 853,638 reactions. Task: Predict the reaction yield, written as a fraction of the theoretical maximum amount of product (1.0 means a 100% yield; for example, 0.34 means a 34% yield). (1) The reactants are [N+:1]([O-:4])(O)=[O:2].C(=O)(OC)[O:6][C:7]1[CH:12]=[CH:11][C:10]([F:13])=[CH:9][C:8]=1[CH3:14]. The catalyst is S(=O)(=O)(O)O. The product is [F:13][C:10]1[C:11]([N+:1]([O-:4])=[O:2])=[CH:12][C:7]([OH:6])=[C:8]([CH3:14])[CH:9]=1. The yield is 0.220. (2) The catalyst is CN(C)C=O.C(OCC)(=O)C. The product is [CH3:1][O:2][C:3]1[CH:4]=[C:5]2[C:10](=[CH:11][C:12]=1[O:13][CH3:14])[N:9]=[CH:8][CH:7]=[C:6]2[O:15][C:16]1[C:22]([CH3:23])=[CH:21][C:19]([NH:20][C:32]([NH:42][CH2:41][CH2:40][N:39]([CH:43]([CH3:45])[CH3:44])[CH:36]([CH3:38])[CH3:37])=[S:33])=[C:18]([CH3:24])[CH:17]=1. The yield is 0.170. The reactants are [CH3:1][O:2][C:3]1[CH:4]=[C:5]2[C:10](=[CH:11][C:12]=1[O:13][CH3:14])[N:9]=[CH:8][CH:7]=[C:6]2[O:15][C:16]1[C:22]([CH3:23])=[CH:21][C:19]([NH2:20])=[C:18]([CH3:24])[CH:17]=1.C(N(CC)CC)C.[C:32](Cl)(Cl)=[S:33].[CH:36]([N:39]([CH:43]([CH3:45])[CH3:44])[CH2:40][CH2:41][NH2:42])([CH3:38])[CH3:37]. (3) The reactants are [C:1]([O:5][C:6](=[O:25])[NH:7][C@H:8]1[CH2:13][CH2:12][C@@H:11]([NH:14]C(OCC2C=CC=CC=2)=O)[CH2:10][CH2:9]1)([CH3:4])([CH3:3])[CH3:2]. The catalyst is C(O)C.[Pd]. The product is [C:1]([O:5][C:6](=[O:25])[NH:7][C@H:8]1[CH2:9][CH2:10][C@@H:11]([NH2:14])[CH2:12][CH2:13]1)([CH3:4])([CH3:2])[CH3:3]. The yield is 0.870. (4) The reactants are [Br:1][CH2:2][C:3]1[C:11]2[C:6](=[CH:7][CH:8]=[CH:9][CH:10]=2)[N:5]([C:12]2[CH:19]=[CH:18][CH:17]=[CH:16][C:13]=2[C:14]#[N:15])[N:4]=1.[Br:20]C1C=C2C(C(C)=NN2)=CC=1.FC1C=CC=CC=1C#N. The catalyst is O. The product is [Br:1][CH2:2][C:3]1[C:11]2[C:6](=[CH:7][C:8]([Br:20])=[CH:9][CH:10]=2)[N:5]([C:12]2[CH:19]=[CH:18][CH:17]=[CH:16][C:13]=2[C:14]#[N:15])[N:4]=1. The yield is 0.640. (5) The reactants are [NH2:1][C:2]1[N:9]=[CH:8][CH:7]=[C:6]([C:10]2[CH:15]=[CH:14][C:13]([Cl:16])=[CH:12][C:11]=2[F:17])[C:3]=1[CH:4]=[O:5].[BH4-].[Na+]. The catalyst is CO.C1COCC1. The product is [NH2:1][C:2]1[C:3]([CH2:4][OH:5])=[C:6]([C:10]2[CH:15]=[CH:14][C:13]([Cl:16])=[CH:12][C:11]=2[F:17])[CH:7]=[CH:8][N:9]=1. The yield is 0.210.